From a dataset of Forward reaction prediction with 1.9M reactions from USPTO patents (1976-2016). Predict the product of the given reaction. (1) Given the reactants [OH:1][CH2:2][C:3]1([C:6]2[N:24]=[C:9]3[C:10]([O:22][CH3:23])=[CH:11][CH:12]=[C:13]([C:14]4[CH:15]=[N:16][CH:17]=[C:18]([CH:21]=4)[C:19]#[N:20])[N:8]3[N:7]=2)[CH2:5][CH2:4]1.[CH3:25]S(Cl)(=O)=O.CCN([CH:36]([CH3:38])[CH3:37])C(C)C, predict the reaction product. The product is: [CH2:37]([O:1][CH2:2][C:3]1([C:6]2[N:24]=[C:9]3[C:10]([O:22][CH3:23])=[CH:11][CH:12]=[C:13]([C:14]4[CH:15]=[N:16][CH:17]=[C:18]([CH:21]=4)[C:19]#[N:20])[N:8]3[N:7]=2)[CH2:4][CH2:5]1)[CH:36]([CH3:38])[CH3:25]. (2) Given the reactants C(N(C(C)C)CC)(C)C.[NH2:10][C@H:11]([C:27]([O:29][CH3:30])=[O:28])[CH2:12][CH2:13][CH2:14][CH2:15][NH:16][C:17]([O:19][CH2:20][C:21]1[CH:26]=[CH:25][CH:24]=[CH:23][CH:22]=1)=[O:18].[NH:31]([C:48]([O:50][CH2:51][CH:52]1[C:64]2[C:59](=[CH:60][CH:61]=[CH:62][CH:63]=2)[C:58]2[C:53]1=[CH:54][CH:55]=[CH:56][CH:57]=2)=[O:49])[C@H:32]([C:45](O)=[O:46])[CH2:33][C:34]1[CH:39]=[CH:38][C:37]([O:40][C:41]([CH3:44])([CH3:43])[CH3:42])=[CH:36][CH:35]=1.C1C=CC2N(O)N=NC=2C=1.CCN=C=NCCCN(C)C.Cl, predict the reaction product. The product is: [NH:31]([C:48]([O:50][CH2:51][CH:52]1[C:64]2[C:59](=[CH:60][CH:61]=[CH:62][CH:63]=2)[C:58]2[C:53]1=[CH:54][CH:55]=[CH:56][CH:57]=2)=[O:49])[C@H:32]([C:45]([NH:10][C@H:11]([C:27]([O:29][CH3:30])=[O:28])[CH2:12][CH2:13][CH2:14][CH2:15][NH:16][C:17]([O:19][CH2:20][C:21]1[CH:26]=[CH:25][CH:24]=[CH:23][CH:22]=1)=[O:18])=[O:46])[CH2:33][C:34]1[CH:39]=[CH:38][C:37]([O:40][C:41]([CH3:42])([CH3:44])[CH3:43])=[CH:36][CH:35]=1. (3) Given the reactants C(O)(=O)C(O)=O.[CH2:7]([NH:9][NH2:10])[CH3:8].[O-]CC.[Na+].[CH:15]([CH:17]([CH2:23][C:24]([O:26][CH2:27][CH3:28])=[O:25])[C:18](OCC)=O)=[O:16], predict the reaction product. The product is: [CH2:7]([N:9]1[C:15]([OH:16])=[C:17]([CH2:23][C:24]([O:26][CH2:27][CH3:28])=[O:25])[CH:18]=[N:10]1)[CH3:8]. (4) Given the reactants [CH:1]1([CH2:4][O:5][C:6]2[CH:11]=[C:10]([O:12][CH3:13])[C:9]([F:14])=[CH:8][C:7]=2[C:15]2[C:16]3[NH:23][CH:22]=[C:21]([C:24](O)=[O:25])[C:17]=3[N:18]=[CH:19][N:20]=2)[CH2:3][CH2:2]1.[C:27]([O:31][C:32]([N:34]1[CH2:39][CH2:38][CH2:37][C@H:36]([NH2:40])[CH2:35]1)=[O:33])([CH3:30])([CH3:29])[CH3:28], predict the reaction product. The product is: [C:27]([O:31][C:32]([N:34]1[CH2:39][CH2:38][CH2:37][C@H:36]([NH:40][C:24]([C:21]2[C:17]3[N:18]=[CH:19][N:20]=[C:15]([C:7]4[CH:8]=[C:9]([F:14])[C:10]([O:12][CH3:13])=[CH:11][C:6]=4[O:5][CH2:4][CH:1]4[CH2:3][CH2:2]4)[C:16]=3[NH:23][CH:22]=2)=[O:25])[CH2:35]1)=[O:33])([CH3:30])([CH3:28])[CH3:29]. (5) Given the reactants [NH:1]1[CH2:6][CH2:5][CH:4]([CH2:7][C:8]([O:10][CH2:11][CH3:12])=[O:9])[CH2:3][CH2:2]1.[F:13][C:14]([F:29])([F:28])[C:15]1[CH:20]=[CH:19][C:18]([N:21]2[CH:25]=[CH:24][C:23]([CH:26]=O)=[CH:22]2)=[CH:17][CH:16]=1.C(O[BH-](OC(=O)C)OC(=O)C)(=O)C.[Na+], predict the reaction product. The product is: [CH2:11]([O:10][C:8](=[O:9])[CH2:7][CH:4]1[CH2:5][CH2:6][N:1]([CH2:26][C:23]2[CH:24]=[CH:25][N:21]([C:18]3[CH:19]=[CH:20][C:15]([C:14]([F:29])([F:13])[F:28])=[CH:16][CH:17]=3)[CH:22]=2)[CH2:2][CH2:3]1)[CH3:12]. (6) Given the reactants CC1C=CC(S(O[CH2:12][CH:13]2[CH2:17][C:16]3[CH:18]=[CH:19][CH:20]=[C:21]([C:22]4[CH:27]=[CH:26][C:25]([Cl:28])=[CH:24][C:23]=4[Cl:29])[C:15]=3[O:14]2)(=O)=O)=CC=1.[N-:30]=[N+:31]=[N-:32].[Na+].N(CC1CC2C=C(Cl)C=C(C3C=CSC=3)C=2O1)=[N+]=[N-], predict the reaction product. The product is: [N:30]([CH2:12][CH:13]1[CH2:17][C:16]2[CH:18]=[CH:19][CH:20]=[C:21]([C:22]3[CH:27]=[CH:26][C:25]([Cl:28])=[CH:24][C:23]=3[Cl:29])[C:15]=2[O:14]1)=[N+:31]=[N-:32]. (7) Given the reactants C(OC([N:8]1[CH2:14][CH2:13][C:12]2[C:15]([CH2:20][S:21][C:22]3[S:23][CH2:24][CH2:25][N:26]=3)=[C:16]([Cl:19])[CH:17]=[CH:18][C:11]=2[CH2:10][CH2:9]1)=O)(C)(C)C.FC(F)(F)C(O)=O, predict the reaction product. The product is: [Cl:19][C:16]1[CH:17]=[CH:18][C:11]2[CH2:10][CH2:9][NH:8][CH2:14][CH2:13][C:12]=2[C:15]=1[CH2:20][S:21][C:22]1[S:23][CH2:24][CH2:25][N:26]=1. (8) Given the reactants [NH2:1][C:2]1[C:6]2[C:7]([O:11][CH2:12][C:13]3[CH:18]=[CH:17][CH:16]=[CH:15][CH:14]=3)=[N:8][CH:9]=[CH:10][C:5]=2[N:4]([C:19]2([CH2:32][C:33]#[N:34])[CH2:24][CH2:23][N:22]([C:25]([O:27][C:28]([CH3:31])([CH3:30])[CH3:29])=[O:26])[CH2:21][CH2:20]2)[N:3]=1.[CH:35](=O)[CH3:36].C(O)(=O)C.C(O[BH-](OC(=O)C)OC(=O)C)(=O)C.[Na+], predict the reaction product. The product is: [CH2:12]([O:11][C:7]1[C:6]2[C:2]([NH:1][CH2:35][CH3:36])=[N:3][N:4]([C:19]3([CH2:32][C:33]#[N:34])[CH2:24][CH2:23][N:22]([C:25]([O:27][C:28]([CH3:29])([CH3:30])[CH3:31])=[O:26])[CH2:21][CH2:20]3)[C:5]=2[CH:10]=[CH:9][N:8]=1)[C:13]1[CH:14]=[CH:15][CH:16]=[CH:17][CH:18]=1. (9) Given the reactants Br[CH2:2][CH2:3][CH:4]([NH:6][C:7]1[CH:12]=[C:11]([Cl:13])[N:10]=[C:9](Cl)[N:8]=1)[CH3:5].C([O-])([O-])=[O:16].[K+].[K+], predict the reaction product. The product is: [Cl:13][C:11]1[CH:12]=[C:7]2[NH:6][CH:4]([CH3:5])[CH2:3][CH2:2][N:8]2[C:9](=[O:16])[N:10]=1. (10) Given the reactants [C:1]([C:3]1[CH:8]=[CH:7][C:6]([NH:9][C:10](=[O:17])[CH2:11][S:12][CH2:13][C:14]([OH:16])=O)=[CH:5][CH:4]=1)#[N:2].[CH2:18]([N:20]1[C:32]2[CH:31]=[CH:30][C:29]([NH2:33])=[CH:28][C:27]=2[C:26]2[C:21]1=[CH:22][CH:23]=[CH:24][CH:25]=2)[CH3:19].CN(C(ON1N=NC2C=CC=NC1=2)=[N+](C)C)C.F[P-](F)(F)(F)(F)F.CCN(C(C)C)C(C)C.Cl, predict the reaction product. The product is: [C:1]([C:3]1[CH:4]=[CH:5][C:6]([NH:9][C:10](=[O:17])[CH2:11][S:12][CH2:13][C:14]([NH:33][C:29]2[CH:30]=[CH:31][C:32]3[N:20]([CH2:18][CH3:19])[C:21]4[C:26]([C:27]=3[CH:28]=2)=[CH:25][CH:24]=[CH:23][CH:22]=4)=[O:16])=[CH:7][CH:8]=1)#[N:2].